Dataset: Reaction yield outcomes from USPTO patents with 853,638 reactions. Task: Predict the reaction yield, written as a fraction of the theoretical maximum amount of product (1.0 means a 100% yield; for example, 0.34 means a 34% yield). The reactants are [Cl:1][C:2]1[C:7]2[N:8](C)[C:9](=O)[O:10][C:6]=2[CH:5]=[C:4]([C:13]([C@H:15]2[CH2:17][C@@H:16]2[C:18]([O:20]C)=[O:19])=[O:14])[CH:3]=1.[OH-].[Na+].Cl.C1N=CN(C(N2C=NC=C2)=O)C=1. The catalyst is O1CCOCC1. The product is [Cl:1][C:2]1[CH:3]=[C:4]([CH:5]=[C:6]([OH:10])[C:7]=1[NH:8][CH3:9])[C:13]([C@H:15]1[CH2:17][C@@H:16]1[C:18]([OH:20])=[O:19])=[O:14]. The yield is 0.540.